This data is from Experimentally validated miRNA-target interactions with 360,000+ pairs, plus equal number of negative samples. The task is: Binary Classification. Given a miRNA mature sequence and a target amino acid sequence, predict their likelihood of interaction. (1) The miRNA is mmu-miR-181b-1-3p with sequence CUCACUGAACAAUGAAUGCAA. The protein sequence of the target gene is MDLSAIYESLQSMSHDLSSDHGGTESLGGLWNINSDSIPSGVTSRLTGRSTSLVEGRSCGWVPPPPGFAPLAPRPGPELSPSPTSPTATPTTSSRYKTELCRTYSESGRCRYGAKCQFAHGLGELRQANRHPKYKTELCHKFYLQGRCPYGSRCHFIHNPTEDLALPGQPHVLRQSISFSGLPSGRRSSPPPPGFSGPSLSSCSFSPSSSPPPPGDLPLSPSAFSAAPGTPVTRRDPNQACCPSCRRSTTPSTIWGPLGGLARSPSAHSLGSDPDDYASSGSSLGGSDSPVFEAGVFGPP.... Result: 0 (no interaction). (2) The miRNA is hsa-miR-4724-5p with sequence AACUGAACCAGGAGUGAGCUUCG. The protein sequence of the target gene is MAKVPDLFEDLKNCYSENEDYSSAIDHLSLNQKSFYDASYGSLHETCTDQFVSLRTSETSKMSNFTFKESRVTVSATSSNGKILKKRRLSFSETFTEDDLQSITHDLEETIQPRSAPYTYQSDLRYKLMKLVRQKFVMNDSLNQTIYQDVDKHYLSTTWLNDLQQEVKFDMYAYSSGGDDSKYPVTLKISDSQLFVSAQGEDQPVLLKELPETPKLITGSETDLIFFWKSINSKNYFTSAAYPELFIATKEQSRVHLARGLPSMTDFQIS. Result: 0 (no interaction). (3) The miRNA is mmu-miR-101a-3p with sequence UACAGUACUGUGAUAACUGAA. The protein sequence of the target gene is MRLFVSRRVKRWKIFHFFVTCFILSFMVFWSPINNYIMSHMKSYSYRYLVNSYGFVNNSLSLKHSSVQPHYPYLINHREKCQAQDVLLLLFIKTAPENYGRRSAIRKTWGNENYVQSQLNANIKILFALGTPGPLKGKELQKRLIGEDQVYKDIIQQDFIDSFHNLTSKFLLQFSWANTFCPHAKFLMTADDDIFIHMPNLIEYLQGLEQIGVRDFWIGHVHRGGPPVRDKSSKYYVPYEMYKWPAYPDYTAGAAYVVSRDVAAKIYEASQTLNSSMYIDDVFMGLCANKVGILPQDHVF.... Result: 1 (interaction). (4) The miRNA is mmu-miR-1192 with sequence AAACAAACAAACAGACCAAAUU. The protein sequence of the target gene is MLVCYSVLACESLWDLPCSIMGSPLGHFTWDKYLKETCSVPAPVHCFKQSYTPPSNEFKISMKLEAQDPRNTTSTCIATVVGLTGARLRLRLDGSDNKNDFWRLVDSSEIQPIGNCEKNGGMLQPPLGFRLNASSWPMFLLKTLNGAEMAPIKIFHKEPPSPSHNFFKMGMKLEAVDRKNPHFICPATIGEVRGAEVLVTFDGWRGAFDYWCRFDSRDIFPVGWCSLTGDNLQPPGTKVVIPKNPSPSSDVSTEKPSIHSTKTVLEHQPGQRGRKPGKKRGRTPKILIPHPTSTPSKSAE.... Result: 1 (interaction). (5) The miRNA is hsa-miR-653-5p with sequence GUGUUGAAACAAUCUCUACUG. The protein sequence of the target gene is MSFPPHLNRPPMGIPALPPGIPPPQFPGFPPPVPPGTPMIPVPMSIMAPAPTVLVPTVSMVGKHLGARKDHPGLKAKENDENCGPTTTVFVGNISEKASDMLIRQLLAKCGLVLSWKRVQGASGKLQAFGFCEYKEPESTLRALRLLHDLQIGEKKLLVKVDAKTKAQLDEWKAKKKASNGNARPETVTNDDEEALDEETKRRDQMIKGAIEVLIREYSSELNAPSQESDSHPRKKKKEKKEDIFRRFPVAPLIPYPLITKEDINAIEMEEDKRDLISREISKFRDTHKKLEEEKGKKEK.... Result: 1 (interaction). (6) The miRNA is hsa-miR-454-3p with sequence UAGUGCAAUAUUGCUUAUAGGGU. The protein sequence of the target gene is MDDLKYGVYPLKEASGCPGAERNLLVYSYFEKETLTFRDVAIEFSLEEWECLNPAQQNLYMNVMLENYKNLVFLGVAVSKQDPVTCLEQEKEPWNMKRHEMVDEPPAMCSYFTKDLWPEQDIKDSFQQVILRRYGKCEHENLQLRKGSASVDEYKVHKEGYNELNQCLTTTQSKIFPCDKYVKVFHKFLNANRHKTRHTGKKPFKCKKCGKSFCMLLHLSQHKRIHIRENSYQCEECGKAFKWFSTLTRHKRIHTGEKPFKCEECGKAFKQSSTLTTHKIIHTGEKPYRCEECGKAFNRS.... Result: 1 (interaction).